Dataset: Reaction yield outcomes from USPTO patents with 853,638 reactions. Task: Predict the reaction yield, written as a fraction of the theoretical maximum amount of product (1.0 means a 100% yield; for example, 0.34 means a 34% yield). (1) The reactants are [CH2:1]([O:3][P:4]([CH2:9][CH2:10][NH:11][CH2:12][C:13]([CH3:36])=[CH:14][CH2:15][C:16]1[C:17]([O:29][CH2:30][CH2:31][Si:32]([CH3:35])([CH3:34])[CH3:33])=[C:18]2[C:22](=[C:23]([CH3:27])[C:24]=1[O:25][CH3:26])[CH2:21][O:20][C:19]2=[O:28])(=[O:8])[O:5][CH2:6][CH3:7])[CH3:2].[C:37](OC(=O)C)(=[O:39])[CH3:38]. The catalyst is C(O)(=O)C. The product is [CH2:1]([O:3][P:4]([CH2:9][CH2:10][N:11]([C:37](=[O:39])[CH3:38])[CH2:12][C:13]([CH3:36])=[CH:14][CH2:15][C:16]1[C:17]([O:29][CH2:30][CH2:31][Si:32]([CH3:33])([CH3:34])[CH3:35])=[C:18]2[C:22](=[C:23]([CH3:27])[C:24]=1[O:25][CH3:26])[CH2:21][O:20][C:19]2=[O:28])(=[O:8])[O:5][CH2:6][CH3:7])[CH3:2]. The yield is 0.810. (2) The reactants are [OH:1][NH2:2].C([O:5][C:6](=O)[CH2:7][CH2:8][CH2:9][CH2:10][CH2:11][CH2:12][N:13]([C:27]1[CH:32]=[CH:31][CH:30]=[CH:29][N:28]=1)[C:14]1[CH:19]=[C:18]([C:20]2[CH:21]=[C:22]([CH3:26])[CH:23]=[CH:24][CH:25]=2)[CH:17]=[CH:16][N:15]=1)C. The catalyst is CN(C=O)C.CO. The product is [OH:1][NH:2][C:6](=[O:5])[CH2:7][CH2:8][CH2:9][CH2:10][CH2:11][CH2:12][N:13]([C:27]1[CH:32]=[CH:31][CH:30]=[CH:29][N:28]=1)[C:14]1[CH:19]=[C:18]([C:20]2[CH:21]=[C:22]([CH3:26])[CH:23]=[CH:24][CH:25]=2)[CH:17]=[CH:16][N:15]=1. The yield is 0.620. (3) The reactants are [H-].[Na+].[OH:3][CH2:4][C:5]([CH3:11])([CH3:10])[C:6]([O:8][CH3:9])=[O:7].Br[CH2:13][CH2:14][O:15][CH3:16]. The catalyst is CN(C=O)C. The product is [CH3:16][O:15][CH2:14][CH2:13][O:3][CH2:4][C:5]([CH3:11])([CH3:10])[C:6]([O:8][CH3:9])=[O:7]. The yield is 0.250. (4) The reactants are [O:1]1[CH2:6][CH2:5][N:4]([C:7]([C:9]2[CH:14]=[C:13]([C:15]([F:18])([F:17])[F:16])[CH:12]=[C:11]([N+:19]([O-:21])=[O:20])[CH:10]=2)=O)[CH2:3][CH2:2]1.CSC.B. The catalyst is C1COCC1. The product is [N+:19]([C:11]1[CH:10]=[C:9]([CH:14]=[C:13]([C:15]([F:18])([F:17])[F:16])[CH:12]=1)[CH2:7][N:4]1[CH2:3][CH2:2][O:1][CH2:6][CH2:5]1)([O-:21])=[O:20]. The yield is 0.270. (5) The reactants are [N:1]([C@@H:4]1[CH2:9][O:8][C@H:7]([CH:10]([C:17]2[CH:22]=[CH:21][CH:20]=[CH:19][CH:18]=2)[C:11]2[CH:16]=[CH:15][CH:14]=[CH:13][CH:12]=2)[CH2:6][C@H:5]1[OH:23])=[N+]=[N-]. The catalyst is CO.[Pd]. The product is [NH2:1][C@@H:4]1[CH2:9][O:8][C@H:7]([CH:10]([C:11]2[CH:16]=[CH:15][CH:14]=[CH:13][CH:12]=2)[C:17]2[CH:22]=[CH:21][CH:20]=[CH:19][CH:18]=2)[CH2:6][C@H:5]1[OH:23]. The yield is 0.970.